This data is from Forward reaction prediction with 1.9M reactions from USPTO patents (1976-2016). The task is: Predict the product of the given reaction. (1) Given the reactants Cl.[CH2:2]1[C:5]2([CH2:9][C:8]([C@H:10]3[CH2:15][CH2:14][C@H:13]([C:16]([O:18][CH3:19])=[O:17])[CH2:12][CH2:11]3)=[N:7][O:6]2)[CH2:4][NH:3]1.[CH:20]1([C:23]2[CH:28]=[C:27]([CH:29]=O)[C:26]([O:31][CH2:32][CH3:33])=[CH:25][C:24]=2[C:34]2[CH:39]=[CH:38][C:37]([F:40])=[CH:36][CH:35]=2)[CH2:22][CH2:21]1.C(O[BH-](OC(=O)C)OC(=O)C)(=O)C.[Na+].C(=O)([O-])O.[Na+], predict the reaction product. The product is: [CH:20]1([C:23]2[CH:28]=[C:27]([CH2:29][N:3]3[CH2:4][C:5]4([CH2:9][C:8]([C@H:10]5[CH2:11][CH2:12][C@H:13]([C:16]([O:18][CH3:19])=[O:17])[CH2:14][CH2:15]5)=[N:7][O:6]4)[CH2:2]3)[C:26]([O:31][CH2:32][CH3:33])=[CH:25][C:24]=2[C:34]2[CH:35]=[CH:36][C:37]([F:40])=[CH:38][CH:39]=2)[CH2:22][CH2:21]1. (2) Given the reactants [F:1][C:2]1[CH:3]=[C:4]([OH:11])[CH:5]=[CH:6][C:7]=1[N+:8]([O-:10])=[O:9].[H-].[Na+].[CH3:14][Si:15]([CH3:22])([CH3:21])[CH2:16][CH2:17][O:18][CH2:19]Cl.O, predict the reaction product. The product is: [F:1][C:2]1[CH:3]=[C:4]([CH:5]=[CH:6][C:7]=1[N+:8]([O-:10])=[O:9])[O:11][CH2:19][O:18][CH2:17][CH2:16][Si:15]([CH3:22])([CH3:21])[CH3:14]. (3) Given the reactants [Br:1][C:2]1[CH:3]=[C:4]([CH:17]=[C:18]([CH:21]=[O:22])[C:19]=1[CH3:20])[CH2:5][N:6]([CH:14]1[CH2:16][CH2:15]1)[C:7](=[O:13])[O:8][C:9]([CH3:12])([CH3:11])[CH3:10].[F:23][C:24]1[CH:25]=[C:26]([Mg]Br)[CH:27]=[CH:28][CH:29]=1, predict the reaction product. The product is: [Br:1][C:2]1[CH:3]=[C:4]([CH:17]=[C:18]([CH:21]([C:28]2[CH:27]=[CH:26][CH:25]=[C:24]([F:23])[CH:29]=2)[OH:22])[C:19]=1[CH3:20])[CH2:5][N:6]([CH:14]1[CH2:15][CH2:16]1)[C:7](=[O:13])[O:8][C:9]([CH3:12])([CH3:11])[CH3:10]. (4) The product is: [C:1]([N:4]1[C:12]2[C:11]([Cl:24])=[CH:10][CH:9]=[C:8]3[CH2:13][CH2:14][N:15]([C:17]([O:19][C:20]([CH3:23])([CH3:22])[CH3:21])=[O:18])[CH2:16][CH:6]([C:7]=23)[CH2:5]1)(=[O:3])[CH3:2]. Given the reactants [C:1]([N:4]1[C:12]2[CH:11]=[CH:10][CH:9]=[C:8]3[CH2:13][CH2:14][N:15]([C:17]([O:19][C:20]([CH3:23])([CH3:22])[CH3:21])=[O:18])[CH2:16][CH:6]([C:7]=23)[CH2:5]1)(=[O:3])[CH3:2].[Cl:24]N1C(=O)CCC1=O.C(=O)(O)[O-].[Na+], predict the reaction product. (5) Given the reactants [CH3:1][N:2]1[C:7](=[O:8])[CH:6]=[C:5]([NH:9][CH3:10])[N:4]=[CH:3]1.[C:11]([O:19]CC)(=O)[CH2:12][C:13]([O:15]CC)=O.C1(OC2C=CC=CC=2)C=CC=CC=1.CN1CCCC1=O, predict the reaction product. The product is: [OH:19][C:11]1[C:12]2[C:13](=[O:15])[N:9]([CH3:10])[CH:5]=[N:4][C:3]=2[N:2]([CH3:1])[C:7](=[O:8])[CH:6]=1.